This data is from CYP3A4 inhibition data for predicting drug metabolism from PubChem BioAssay. The task is: Regression/Classification. Given a drug SMILES string, predict its absorption, distribution, metabolism, or excretion properties. Task type varies by dataset: regression for continuous measurements (e.g., permeability, clearance, half-life) or binary classification for categorical outcomes (e.g., BBB penetration, CYP inhibition). Dataset: cyp3a4_veith. (1) The drug is O=C(Nc1ccc(Cl)cc1)NC1CCCCC1. The result is 0 (non-inhibitor). (2) The compound is N#Cc1cccc(-c2nc(NCCN3CCOCC3)c3ccccc3n2)c1. The result is 1 (inhibitor).